Dataset: Full USPTO retrosynthesis dataset with 1.9M reactions from patents (1976-2016). Task: Predict the reactants needed to synthesize the given product. (1) Given the product [CH2:1]([O:5][CH2:6][C:7]1[CH:12]=[CH:11][C:10]([CH2:13][C:14]2[CH:19]=[C:18]([C:20]3[C:21]([NH2:26])=[N:22][CH:23]=[CH:24][CH:25]=3)[O:16][N:15]=2)=[CH:9][CH:8]=1)[CH2:2][CH2:3][CH3:4], predict the reactants needed to synthesize it. The reactants are: [CH2:1]([O:5][CH2:6][C:7]1[CH:12]=[CH:11][C:10]([CH2:13][C:14](Cl)=[N:15][OH:16])=[CH:9][CH:8]=1)[CH2:2][CH2:3][CH3:4].[C:18]([C:20]1[C:21]([NH2:26])=[N:22][CH:23]=[CH:24][CH:25]=1)#[CH:19].C(N(CC)CC)C. (2) The reactants are: [CH:1]1([C:4]#[C:5][C:6]([O:8][CH2:9][CH3:10])=[O:7])[CH2:3][CH2:2]1.I[C:12]1[CH:17]=[CH:16][C:15]([O:18][CH2:19][O:20][CH3:21])=[CH:14][CH:13]=1.[C:22]1(B(O)O)[CH:27]=[CH:26][CH:25]=[CH:24][CH:23]=1.C([O-])([O-])=O.[K+].[K+]. Given the product [CH:1]1(/[C:4](/[C:12]2[CH:17]=[CH:16][C:15]([O:18][CH2:19][O:20][CH3:21])=[CH:14][CH:13]=2)=[C:5](/[C:22]2[CH:27]=[CH:26][CH:25]=[CH:24][CH:23]=2)\[C:6]([O:8][CH2:9][CH3:10])=[O:7])[CH2:3][CH2:2]1, predict the reactants needed to synthesize it. (3) The reactants are: Br[C:2]1[CH:7]=[CH:6][C:5]([NH:8][C:9]([C:11]2[NH:12][CH:13]=[C:14]([C:16]#[N:17])[N:15]=2)=[O:10])=[C:4]([C:18]2[CH2:23][CH2:22][CH2:21][CH2:20][CH:19]=2)[CH:3]=1.C([Mg]Cl)(C)C.[CH3:29][C:30]1([CH3:33])[CH2:32][O:31]1.B(F)(F)F.CCOCC.[Li]C(C)(C)C. Given the product [C:18]1([C:4]2[CH:3]=[C:2]([CH2:29][C:30]([OH:31])([CH3:33])[CH3:32])[CH:7]=[CH:6][C:5]=2[NH:8][C:9]([C:11]2[NH:12][CH:13]=[C:14]([C:16]#[N:17])[N:15]=2)=[O:10])[CH2:23][CH2:22][CH2:21][CH2:20][CH:19]=1, predict the reactants needed to synthesize it. (4) The reactants are: [O:1]1[C:5]2[CH:6]=[CH:7][C:8]([OH:10])=[CH:9][C:4]=2[CH:3]=[CH:2]1.N1C=CN=C1.[CH3:16][C:17]([Si:20](Cl)([CH3:22])[CH3:21])([CH3:19])[CH3:18].C([O-])(O)=O.[Na+]. Given the product [O:1]1[C:5]2[CH:6]=[CH:7][C:8]([O:10][Si:20]([C:17]([CH3:19])([CH3:18])[CH3:16])([CH3:22])[CH3:21])=[CH:9][C:4]=2[CH:3]=[CH:2]1, predict the reactants needed to synthesize it. (5) Given the product [F:1][C:2]1[C:7]([F:8])=[CH:6][CH:5]=[CH:4][C:3]=1[C:9]12[CH2:10][O:11][C@H:12]([C:13]([F:15])([F:16])[F:14])[CH:17]1[CH2:18][O:20][NH:19]2, predict the reactants needed to synthesize it. The reactants are: [F:1][C:2]1[C:7]([F:8])=[CH:6][CH:5]=[CH:4][C:3]=1[C:9](=[N:19][OH:20])[CH2:10][O:11][C@@H:12]([CH:17]=[CH2:18])[C:13]([F:16])([F:15])[F:14].C1(C=CC(O)=CC=1)O. (6) Given the product [Br:17][C:5]1[CH:4]=[C:3]([CH2:1][CH3:2])[CH:8]=[CH:7][C:6]=1[NH2:9], predict the reactants needed to synthesize it. The reactants are: [CH2:1]([C:3]1[CH:8]=[CH:7][C:6]([NH2:9])=[CH:5][CH:4]=1)[CH3:2].C1C(=O)N([Br:17])C(=O)C1.CCOC(C)=O.